Task: Regression. Given a peptide amino acid sequence and an MHC pseudo amino acid sequence, predict their binding affinity value. This is MHC class I binding data.. Dataset: Peptide-MHC class I binding affinity with 185,985 pairs from IEDB/IMGT (1) The peptide sequence is FAFHTVFHI. The MHC is HLA-C12:03 with pseudo-sequence YYAGYREKYRQADVSNLYLWYDSYTWAEWAYTWY. The binding affinity (normalized) is 1.00. (2) The MHC is BoLA-T2a with pseudo-sequence BoLA-T2a. The binding affinity (normalized) is 0.339. The peptide sequence is ASFAAQLFY.